Predict the reactants needed to synthesize the given product. From a dataset of Full USPTO retrosynthesis dataset with 1.9M reactions from patents (1976-2016). (1) Given the product [CH3:4][C:2]([C:5]1[CH:10]=[CH:9][C:8]([S:11]([NH:14][C:15]2[C:16]([O:31][C:32]3[CH:33]=[CH:34][CH:35]=[CH:36][C:37]=3[O:38][CH3:39])=[C:17]([O:27][CH2:28][CH2:29][OH:30])[N:18]=[C:19]([C:21]3[N:26]=[CH:25][CH:24]=[CH:23][N:22]=3)[N:20]=2)(=[O:12])=[O:13])=[CH:7][CH:6]=1)([CH3:1])[CH3:3].[C:40]([O-:52])(=[O:51])[CH2:41][C:42]([CH2:47][C:48]([O-:50])=[O:49])([C:44]([O-:46])=[O:45])[OH:43], predict the reactants needed to synthesize it. The reactants are: [CH3:1][C:2]([C:5]1[CH:6]=[CH:7][C:8]([S:11]([NH:14][C:15]2[C:16]([O:31][C:32]3[CH:33]=[CH:34][CH:35]=[CH:36][C:37]=3[O:38][CH3:39])=[C:17]([O:27][CH2:28][CH2:29][OH:30])[N:18]=[C:19]([C:21]3[N:22]=[CH:23][CH:24]=[CH:25][N:26]=3)[N:20]=2)(=[O:13])=[O:12])=[CH:9][CH:10]=1)([CH3:4])[CH3:3].[C:40]([OH:52])(=[O:51])[CH2:41][C:42]([CH2:47][C:48]([OH:50])=[O:49])([C:44]([OH:46])=[O:45])[OH:43]. (2) The reactants are: [CH3:1][O:2][C:3]1[CH:4]=[C:5]2[C:10](=[CH:11][C:12]=1[O:13][CH2:14][CH2:15][CH2:16][N:17]1[CH2:22][CH2:21][N:20]([CH3:23])[CH2:19][CH2:18]1)[N:9]=[CH:8][NH:7][C:6]2=O.S(Cl)([Cl:27])=O. Given the product [Cl:27][C:6]1[C:5]2[C:10](=[CH:11][C:12]([O:13][CH2:14][CH2:15][CH2:16][N:17]3[CH2:22][CH2:21][N:20]([CH3:23])[CH2:19][CH2:18]3)=[C:3]([O:2][CH3:1])[CH:4]=2)[N:9]=[CH:8][N:7]=1, predict the reactants needed to synthesize it.